This data is from CYP1A2 inhibition data for predicting drug metabolism from PubChem BioAssay. The task is: Regression/Classification. Given a drug SMILES string, predict its absorption, distribution, metabolism, or excretion properties. Task type varies by dataset: regression for continuous measurements (e.g., permeability, clearance, half-life) or binary classification for categorical outcomes (e.g., BBB penetration, CYP inhibition). Dataset: cyp1a2_veith. (1) The compound is CN[C@@H]1[C@H](O[C@@H]2O[C@H](CO)[C@@H](N)[C@H](O)[C@@H]2O)O[C@H]2C[C@@H](N)[C@@H](O[C@@H]3[C@@H](N)C[C@@H](N)[C@@H](O)[C@@H]3O)O[C@H]2[C@H]1O. The result is 0 (non-inhibitor). (2) The molecule is CCCSc1cc(N2CCCC2)nc(-c2ccccc2)n1. The result is 1 (inhibitor). (3) The drug is NC(=O)CC(c1ccccc1)c1ccco1. The result is 0 (non-inhibitor).